This data is from Full USPTO retrosynthesis dataset with 1.9M reactions from patents (1976-2016). The task is: Predict the reactants needed to synthesize the given product. (1) Given the product [CH3:21][C:9]1([CH3:22])[NH:8][CH2:13][CH2:12][N:11]2[C:14]([C:17]([F:20])([F:18])[F:19])=[N:15][N:16]=[C:10]12, predict the reactants needed to synthesize it. The reactants are: C(OC([N:8]1[CH2:13][CH2:12][N:11]2[C:14]([C:17]([F:20])([F:19])[F:18])=[N:15][N:16]=[C:10]2[C:9]1([CH3:22])[CH3:21])=O)(C)(C)C.Cl. (2) Given the product [Cl:1][C:2]1[CH:3]=[CH:4][C:5]2[N:6]([C:8]([CH:11]([C:14]3[C:15]([F:25])=[C:16]4[C:21](=[CH:22][C:23]=3[F:24])[N:20]=[CH:19][CH:18]=[CH:17]4)[CH3:12])=[CH:9][N:10]=2)[N:7]=1, predict the reactants needed to synthesize it. The reactants are: [Cl:1][C:2]1[CH:3]=[CH:4][C:5]2[N:6]([C:8]([C:11]([C:14]3[C:15]([F:25])=[C:16]4[C:21](=[CH:22][C:23]=3[F:24])[N:20]=[CH:19][CH:18]=[CH:17]4)(O)[CH3:12])=[CH:9][N:10]=2)[N:7]=1.II.O[PH2]=O.[OH-].[Na+]. (3) Given the product [CH3:1][O:2][C:3]1[CH:4]=[C:5]([NH:11][C:12]([C:14]2[CH:15]=[C:16]3[C:20](=[CH:21][CH:22]=2)[NH:19][C:18]([CH2:23][CH2:24][CH2:25][NH:26][CH3:27])=[CH:17]3)=[O:13])[CH:6]=[CH:7][C:8]=1[O:9][CH3:10], predict the reactants needed to synthesize it. The reactants are: [CH3:1][O:2][C:3]1[CH:4]=[C:5]([NH:11][C:12]([C:14]2[CH:15]=[C:16]3[C:20](=[CH:21][CH:22]=2)[NH:19][C:18]([CH2:23][CH2:24][CH2:25][N:26](C)[C:27](=O)OC(C)(C)C)=[CH:17]3)=[O:13])[CH:6]=[CH:7][C:8]=1[O:9][CH3:10].ClCCl.Cl. (4) Given the product [Cl:9][C:10]1[CH:15]=[CH:14][C:13]([O:16][CH3:17])=[CH:12][C:11]=1[C:2]1[CH:8]=[CH:7][C:5]([NH2:6])=[CH:4][CH:3]=1, predict the reactants needed to synthesize it. The reactants are: Br[C:2]1[CH:8]=[CH:7][C:5]([NH2:6])=[CH:4][CH:3]=1.[Cl:9][C:10]1[CH:15]=[CH:14][C:13]([O:16][CH3:17])=[CH:12][C:11]=1B(O)O.